Dataset: Full USPTO retrosynthesis dataset with 1.9M reactions from patents (1976-2016). Task: Predict the reactants needed to synthesize the given product. (1) Given the product [CH3:2][O:27][C:26](=[O:28])[C@H:18]([CH2:19][C:20]1[CH:25]=[CH:24][CH:23]=[CH:22][CH:21]=1)[NH2:17], predict the reactants needed to synthesize it. The reactants are: N[CH:2](C1C=CC(OC)=C(OC)C=1)CC(O)=O.[NH2:17][C@H:18]([C:26]([OH:28])=[O:27])[CH2:19][C:20]1[CH:25]=[CH:24][CH:23]=[CH:22][CH:21]=1. (2) Given the product [CH:1]1([N:6]2[C:11]3[N:12]=[C:13]([NH:17][CH2:18][CH3:19])[N:14]=[C:15]([CH3:16])[C:10]=3[CH:9]=[C:8]([CH2:20][CH2:21][C:22]([N:27]([CH3:28])[CH3:26])=[O:24])[C:7]2=[O:25])[CH2:5][CH2:4][CH2:3][CH2:2]1, predict the reactants needed to synthesize it. The reactants are: [CH:1]1([N:6]2[C:11]3[N:12]=[C:13]([NH:17][CH2:18][CH3:19])[N:14]=[C:15]([CH3:16])[C:10]=3[CH:9]=[C:8]([CH2:20][CH2:21][C:22]([OH:24])=O)[C:7]2=[O:25])[CH2:5][CH2:4][CH2:3][CH2:2]1.[CH3:26][NH:27][CH3:28].C(N(CC)CC)C. (3) Given the product [N:6]1[C:7]2[C:12](=[CH:11][CH:10]=[CH:9][CH:8]=2)[N:13]=[CH:14][C:5]=1[CH:4]=[O:2], predict the reactants needed to synthesize it. The reactants are: [Se](=O)=[O:2].[CH3:4][C:5]1[CH:14]=[N:13][C:12]2[C:7](=[CH:8][CH:9]=[CH:10][CH:11]=2)[N:6]=1. (4) Given the product [N:1]1[CH:6]=[CH:5][C:4]([CH2:7][C:8]2[CH:9]=[CH:10][C:11]([NH:12][C@H:16]([C:17]([OH:19])=[O:18])[CH3:20])=[CH:13][CH:14]=2)=[CH:3][CH:2]=1, predict the reactants needed to synthesize it. The reactants are: [N:1]1[CH:6]=[CH:5][C:4]([CH2:7][C:8]2[CH:14]=[CH:13][C:11]([NH2:12])=[CH:10][CH:9]=2)=[CH:3][CH:2]=1.Br[CH:16]([CH3:20])[C:17]([OH:19])=[O:18]. (5) Given the product [CH2:23]([O:30][C:31]([N:33]1[CH2:37][CH2:36][CH2:35][CH:34]1[C:38]1[CH:43]=[CH:42][C:41]([C:9]2[CH:10]=[CH:11][C:12]([CH2:13][NH:14][C:15]([CH:17]3[CH2:18][CH2:19]3)=[O:16])=[CH:20][CH:21]=2)=[CH:40][CH:39]=1)=[O:32])[C:24]1[CH:25]=[CH:26][CH:27]=[CH:28][CH:29]=1, predict the reactants needed to synthesize it. The reactants are: CC1(C)C(C)(C)OB([C:9]2[CH:21]=[CH:20][C:12]([CH2:13][NH:14][C:15]([CH:17]3[CH2:19][CH2:18]3)=[O:16])=[CH:11][CH:10]=2)O1.[CH2:23]([O:30][C:31]([N:33]1[CH2:37][CH2:36][CH2:35][CH:34]1[C:38]1[CH:43]=[CH:42][C:41](Br)=[CH:40][CH:39]=1)=[O:32])[C:24]1[CH:29]=[CH:28][CH:27]=[CH:26][CH:25]=1.CN(C=O)C. (6) Given the product [C:1]([O:5][C:6]([N:8]1[CH2:9][CH2:10][CH:11]([C:14]2[C:19]([CH3:20])=[CH:18][C:17]([NH2:21])=[CH:16][N:15]=2)[CH2:12][CH2:13]1)=[O:7])([CH3:4])([CH3:3])[CH3:2], predict the reactants needed to synthesize it. The reactants are: [C:1]([O:5][C:6]([N:8]1[CH2:13][CH:12]=[C:11]([C:14]2[C:19]([CH3:20])=[CH:18][C:17]([N+:21]([O-])=O)=[CH:16][N:15]=2)[CH2:10][CH2:9]1)=[O:7])([CH3:4])([CH3:3])[CH3:2]. (7) Given the product [C:13]([C:4]1[CH:3]=[C:2]([B:17]2[O:21][C:20]([CH3:23])([CH3:22])[C:19]([CH3:25])([CH3:24])[O:18]2)[CH:7]=[C:6]([O:8][CH2:9][CH:10]([CH3:12])[CH3:11])[N:5]=1)([CH3:16])([CH3:15])[CH3:14], predict the reactants needed to synthesize it. The reactants are: Br[C:2]1[CH:7]=[C:6]([O:8][CH2:9][CH:10]([CH3:12])[CH3:11])[N:5]=[C:4]([C:13]([CH3:16])([CH3:15])[CH3:14])[CH:3]=1.[B:17]1([B:17]2[O:21][C:20]([CH3:23])([CH3:22])[C:19]([CH3:25])([CH3:24])[O:18]2)[O:21][C:20]([CH3:23])([CH3:22])[C:19]([CH3:25])([CH3:24])[O:18]1.CC([O-])=O.[K+].